From a dataset of Forward reaction prediction with 1.9M reactions from USPTO patents (1976-2016). Predict the product of the given reaction. (1) Given the reactants Cl.[CH3:2][N:3]([CH3:18])[CH2:4][C@H:5]([CH3:17])[C:6]([C:9]1[CH:14]=[CH:13][CH:12]=[CH:11][C:10]=1OC)=[CH:7][CH3:8].[CH2:19]([OH:21])C, predict the reaction product. The product is: [CH3:19][O:21][C:13]1[CH:14]=[C:9]([C@H:6]([CH2:7][CH3:8])[C@@H:5]([CH3:17])[CH2:4][N:3]([CH3:2])[CH3:18])[CH:10]=[CH:11][CH:12]=1. (2) Given the reactants [C:1]([C:3]1[CH:4]=[C:5]([CH:10]=[CH:11][C:12]=1[O:13]C1C=CC2CCN(C3CCC3)CCC=2C=1)[C:6]([NH:8][CH3:9])=[O:7])#[N:2].[CH3:29][C:30]([O:33][C:34]([N:36]1[CH2:42][CH2:41][C:40]2[CH:43]=[CH:44][C:45](B(O)O)=[CH:46][C:39]=2[CH2:38][CH2:37]1)=[O:35])([CH3:32])[CH3:31], predict the reaction product. The product is: [C:1]([C:3]1[CH:4]=[C:5]([C:6]([NH:8][CH3:9])=[O:7])[CH:10]=[CH:11][C:12]=1[O:13][C:45]1[CH:44]=[CH:43][C:40]2[CH2:41][CH2:42][N:36]([C:34]([O:33][C:30]([CH3:32])([CH3:31])[CH3:29])=[O:35])[CH2:37][CH2:38][C:39]=2[CH:46]=1)#[N:2].